This data is from Forward reaction prediction with 1.9M reactions from USPTO patents (1976-2016). The task is: Predict the product of the given reaction. (1) Given the reactants [CH:1]1[CH:2]=[CH:3][C:4]([O:7][C:8]2[C:9]([N:21]3[CH2:25][CH2:24][CH2:23][CH2:22]3)=[CH:10][C:11]([C:18]([OH:20])=[O:19])=[CH:12][C:13]=2[S:14]([NH2:17])(=[O:16])=[O:15])=[CH:5][CH:6]=1.Cl.[CH3:27][N:28]([CH3:33])[CH2:29][CH2:30][CH2:31]Cl.C(N(CC)CC)C.[I-].[Na+], predict the reaction product. The product is: [NH2:17][S:14]([C:13]1[CH:12]=[C:11]([CH:10]=[C:9]([N:21]2[CH2:22][CH2:23][CH2:24][CH2:25]2)[C:8]=1[O:7][C:4]1[CH:5]=[CH:6][CH:1]=[CH:2][CH:3]=1)[C:18]([O:20][CH2:31][CH2:30][CH2:29][N:28]([CH3:33])[CH3:27])=[O:19])(=[O:16])=[O:15]. (2) Given the reactants [C:1]([OH:5])(=[O:4])[C:2]#[CH:3].[C:6]1([C:12]2[CH:17]=[CH:16][C:15](O)=[CH:14][CH:13]=2)[CH:11]=[CH:10][CH:9]=[CH:8][CH:7]=1.C1(N=C=NC2CCCCC2)CCCCC1, predict the reaction product. The product is: [C:1]([O:5][C:15]1[CH:16]=[CH:17][C:12]([C:6]2[CH:11]=[CH:10][CH:9]=[CH:8][CH:7]=2)=[CH:13][CH:14]=1)(=[O:4])[C:2]#[CH:3]. (3) Given the reactants [CH2:1]([O:8][C:9]1[CH:14]=[CH:13][C:12]([C:15]2[CH:20]=[CH:19][C:18]([O:21][C:22]([F:25])([F:24])[F:23])=[CH:17][CH:16]=2)=[CH:11][C:10]=1/[CH:26]=[CH:27]/[C:28]([OH:30])=[O:29])[C:2]1[CH:7]=[CH:6][CH:5]=[CH:4][CH:3]=1, predict the reaction product. The product is: [CH2:1]([O:8][C:9]1[CH:14]=[CH:13][C:12]([C:15]2[CH:20]=[CH:19][C:18]([O:21][C:22]([F:24])([F:25])[F:23])=[CH:17][CH:16]=2)=[CH:11][C:10]=1[CH2:26][CH2:27][C:28]([OH:30])=[O:29])[C:2]1[CH:3]=[CH:4][CH:5]=[CH:6][CH:7]=1.